From a dataset of Forward reaction prediction with 1.9M reactions from USPTO patents (1976-2016). Predict the product of the given reaction. (1) Given the reactants [C:1]1([CH2:7][CH2:8][CH2:9][NH2:10])[CH:6]=[CH:5][CH:4]=[CH:3][CH:2]=1.CN1CCOCC1.[CH3:18][N:19]([CH3:37])[C:20]1([C:31]2[CH:36]=[CH:35][CH:34]=[CH:33][N:32]=2)[CH2:25][CH2:24][C:23]([CH2:27][C:28](O)=[O:29])(O)[CH2:22][CH2:21]1.C1(N=C=NC2CCCCC2)CCCCC1.[OH-].[Na+], predict the reaction product. The product is: [CH3:37][N:19]([CH3:18])[C:20]1([C:31]2[CH:36]=[CH:35][CH:34]=[CH:33][N:32]=2)[CH2:25][CH2:24][C:23](=[CH:27][C:28]([NH:10][CH2:9][CH2:8][CH2:7][C:1]2[CH:6]=[CH:5][CH:4]=[CH:3][CH:2]=2)=[O:29])[CH2:22][CH2:21]1. (2) Given the reactants CS(C)=O.C(Cl)(=O)C(Cl)=O.[CH2:11]([O:18][C@@H:19]1[C@@H:27]([CH2:28][OH:29])[O:26][C@H:25]2[C@H:21]([N:22]=[C:23]([N:30]([CH3:38])[C:31](=[O:37])[O:32][C:33]([CH3:36])([CH3:35])[CH3:34])[S:24]2)[C@H:20]1[O:39][CH2:40][C:41]1[CH:46]=[CH:45][CH:44]=[CH:43][CH:42]=1)[C:12]1[CH:17]=[CH:16][CH:15]=[CH:14][CH:13]=1.C(N(CC)CC)C, predict the reaction product. The product is: [CH2:11]([O:18][C@@H:19]1[C@@H:27]([CH:28]=[O:29])[O:26][C@H:25]2[C@H:21]([N:22]=[C:23]([N:30]([CH3:38])[C:31](=[O:37])[O:32][C:33]([CH3:35])([CH3:34])[CH3:36])[S:24]2)[C@H:20]1[O:39][CH2:40][C:41]1[CH:42]=[CH:43][CH:44]=[CH:45][CH:46]=1)[C:12]1[CH:13]=[CH:14][CH:15]=[CH:16][CH:17]=1. (3) Given the reactants I[C:2]1[CH:23]=[CH:22][C:5]([O:6][C:7]2[CH:21]=[CH:20][C:10]([O:11][CH:12]3[CH:17]4[CH2:18][CH2:19][N:14]([CH2:15][CH2:16]4)[CH2:13]3)=[CH:9][CH:8]=2)=[CH:4][CH:3]=1.[C:24]([O:28][C:29]([CH3:32])([CH3:31])[CH3:30])(=[O:27])[NH:25][NH2:26].C([O-])([O-])=O.[Cs+].[Cs+], predict the reaction product. The product is: [C:29]([O:28][C:24]([N:25]([C:2]1[CH:23]=[CH:22][C:5]([O:6][C:7]2[CH:21]=[CH:20][C:10]([O:11][CH:12]3[CH:17]4[CH2:18][CH2:19][N:14]([CH2:15][CH2:16]4)[CH2:13]3)=[CH:9][CH:8]=2)=[CH:4][CH:3]=1)[NH2:26])=[O:27])([CH3:32])([CH3:31])[CH3:30]. (4) Given the reactants C[O:2][C:3](=[O:31])[CH2:4][C:5]1([NH:11][C:12]([C:14]2[CH:19]=[CH:18][C:17]([N:20]3[CH2:23][C:22]([F:25])([F:24])[CH2:21]3)=[C:16]([O:26][CH2:27][CH:28]3[CH2:30][CH2:29]3)[N:15]=2)=[O:13])[CH2:9][C:8](=[O:10])[NH:7][CH2:6]1.[OH-].[Li+], predict the reaction product. The product is: [CH:28]1([CH2:27][O:26][C:16]2[N:15]=[C:14]([C:12]([NH:11][C:5]3([CH2:4][C:3]([OH:31])=[O:2])[CH2:9][C:8](=[O:10])[NH:7][CH2:6]3)=[O:13])[CH:19]=[CH:18][C:17]=2[N:20]2[CH2:23][C:22]([F:24])([F:25])[CH2:21]2)[CH2:30][CH2:29]1.